This data is from NCI-60 drug combinations with 297,098 pairs across 59 cell lines. The task is: Regression. Given two drug SMILES strings and cell line genomic features, predict the synergy score measuring deviation from expected non-interaction effect. (1) Drug 1: C1=C(C(=O)NC(=O)N1)F. Drug 2: C1CN(P(=O)(OC1)NCCCl)CCCl. Cell line: PC-3. Synergy scores: CSS=37.5, Synergy_ZIP=2.63, Synergy_Bliss=1.44, Synergy_Loewe=-9.00, Synergy_HSA=1.61. (2) Drug 2: CC1C(C(CC(O1)OC2CC(CC3=C2C(=C4C(=C3O)C(=O)C5=CC=CC=C5C4=O)O)(C(=O)C)O)N)O. Cell line: NCI-H460. Drug 1: CC=C1C(=O)NC(C(=O)OC2CC(=O)NC(C(=O)NC(CSSCCC=C2)C(=O)N1)C(C)C)C(C)C. Synergy scores: CSS=57.4, Synergy_ZIP=-1.66, Synergy_Bliss=-3.80, Synergy_Loewe=0.613, Synergy_HSA=2.80.